From a dataset of Forward reaction prediction with 1.9M reactions from USPTO patents (1976-2016). Predict the product of the given reaction. (1) Given the reactants [F:1][C:2]1([F:30])[CH2:7][CH2:6][C:5]([CH2:9][NH:10][C:11]([C:13]2[C:14]3[CH:15]=[CH:16][C:17]([CH:24]4[CH2:28][CH2:27][C:26](=[O:29])[CH2:25]4)=[N:18][C:19]=3[CH:20]=[CH:21][C:22]=2[Cl:23])=[O:12])(O)[CH2:4][CH2:3]1.[BH4-].[Na+], predict the reaction product. The product is: [F:30][C:2]1([F:1])[CH2:7][CH2:6][CH:5]([CH2:9][NH:10][C:11]([C:13]2[C:14]3[CH:15]=[CH:16][C:17]([CH:24]4[CH2:28][CH2:27][CH:26]([OH:29])[CH2:25]4)=[N:18][C:19]=3[CH:20]=[CH:21][C:22]=2[Cl:23])=[O:12])[CH2:4][CH2:3]1. (2) The product is: [CH:6]([O:5][C:3](=[O:4])[CH:2]=[CH:40][C:39]1[CH:38]=[CH:37][C:36]([N:35]([C:44]2[CH:49]=[CH:48][CH:47]=[CH:46][CH:45]=2)[C:29]2[CH:34]=[CH:33][CH:32]=[CH:31][CH:30]=2)=[CH:43][CH:42]=1)=[CH2:7]. Given the reactants I[CH2:2][C:3]([O:5][CH:6]=[CH2:7])=[O:4].C1(P(C2C=CC=CC=2)C2C=CC=CC=2)C=CC=CC=1.[H-].[Na+].[C:29]1([N:35]([C:44]2[CH:49]=[CH:48][CH:47]=[CH:46][CH:45]=2)[C:36]2[CH:43]=[CH:42][C:39]([CH:40]=O)=[CH:38][CH:37]=2)[CH:34]=[CH:33][CH:32]=[CH:31][CH:30]=1, predict the reaction product. (3) Given the reactants C[Si]([C:5]#[N:6])(C)C.[C:7]1(=[N:11][S:12]([C:14]([CH3:17])([CH3:16])[CH3:15])=[O:13])[CH2:10][CH2:9][CH2:8]1, predict the reaction product. The product is: [C:5]([C:7]1([NH:11][S:12]([C:14]([CH3:17])([CH3:16])[CH3:15])=[O:13])[CH2:8][CH2:9][CH2:10]1)#[N:6].